Predict the reaction yield, written as a fraction of the theoretical maximum amount of product (1.0 means a 100% yield; for example, 0.34 means a 34% yield). From a dataset of Reaction yield outcomes from USPTO patents with 853,638 reactions. (1) The catalyst is CN(C)C=O.CO. The yield is 0.730. The reactants are [CH3:1][O:2][C:3]1[CH:4]=[C:5]2[C:10](=[CH:11][C:12]=1[O:13][CH3:14])[N:9]=[CH:8][CH:7]=[C:6]2[O:15][C:16]1[CH:17]=[CH:18][C:19]([NH2:22])=[N:20][CH:21]=1.[C:23]1([N:29]=[C:30]=[O:31])[CH:28]=[CH:27][CH:26]=[CH:25][CH:24]=1.C(OCC)(=O)C.O. The product is [CH3:1][O:2][C:3]1[CH:4]=[C:5]2[C:10](=[CH:11][C:12]=1[O:13][CH3:14])[N:9]=[CH:8][CH:7]=[C:6]2[O:15][C:16]1[CH:17]=[CH:18][C:19]([NH:22][C:30]([NH:29][C:23]2[CH:28]=[CH:27][CH:26]=[CH:25][CH:24]=2)=[O:31])=[N:20][CH:21]=1. (2) The catalyst is CC(N(C)C)=O. The reactants are [H-].[Na+].[NH:3]1[C:8]2[N:9]=[CH:10][CH:11]=[CH:12][C:7]=2[C:6](=[O:13])[O:5][C:4]1=[O:14].[CH2:15](Br)[CH2:16][CH2:17][CH3:18]. The product is [CH2:15]([N:3]1[C:8]2[N:9]=[CH:10][CH:11]=[CH:12][C:7]=2[C:6](=[O:13])[O:5][C:4]1=[O:14])[CH2:16][CH2:17][CH3:18]. The yield is 0.330.